Predict the reactants needed to synthesize the given product. From a dataset of Full USPTO retrosynthesis dataset with 1.9M reactions from patents (1976-2016). (1) Given the product [NH:48]([C:46]([C:45]1[CH:50]=[CH:51][C:42]([NH:41][C:28]([C@H:9]2[C@H:8]([C:4]3[CH:5]=[CH:6][CH:7]=[C:2]([Cl:1])[C:3]=3[F:31])[C@:12]([C:15]3[CH:20]=[CH:19][C:18]([Cl:21])=[CH:17][C:16]=3[F:22])([C:13]#[N:14])[C@H:11]([CH2:23][C:24]([CH3:27])([CH3:26])[CH3:25])[NH:10]2)=[O:29])=[CH:43][CH:44]=1)=[O:47])[NH2:49], predict the reactants needed to synthesize it. The reactants are: [Cl:1][C:2]1[C:3]([F:31])=[C:4]([C@@H:8]2[C@:12]([C:15]3[CH:20]=[CH:19][C:18]([Cl:21])=[CH:17][C:16]=3[F:22])([C:13]#[N:14])[C@H:11]([CH2:23][C:24]([CH3:27])([CH3:26])[CH3:25])[NH:10][C@H:9]2[C:28](O)=[O:29])[CH:5]=[CH:6][CH:7]=1.CCN(C(C)C)C(C)C.[NH2:41][C:42]1[CH:51]=[CH:50][C:45]([C:46]([NH:48][NH2:49])=[O:47])=[CH:44][CH:43]=1.CN(C(ON1N=NC2C=CC=NC1=2)=[N+](C)C)C.F[P-](F)(F)(F)(F)F. (2) Given the product [CH2:22]([O:24][C:25]([C:27]1([C:31]2[CH:36]=[CH:35][C:34]([C:16]3[CH:17]=[CH:18][C:13]([C:12]4[O:11][N:10]=[C:9]([CH3:20])[C:8]=4[NH:7][C:6]([O:5][C:1]([CH3:4])([CH3:3])[CH3:2])=[O:21])=[CH:14][CH:15]=3)=[CH:33][CH:32]=2)[CH2:28][CH2:29][CH2:30]1)=[O:26])[CH3:23], predict the reactants needed to synthesize it. The reactants are: [C:1]([O:5][C:6](=[O:21])[NH:7][C:8]1[C:9]([CH3:20])=[N:10][O:11][C:12]=1[C:13]1[CH:18]=[CH:17][C:16](Br)=[CH:15][CH:14]=1)([CH3:4])([CH3:3])[CH3:2].[CH2:22]([O:24][C:25]([C:27]1([C:31]2[CH:36]=[CH:35][C:34](B3OC(C)(C)C(C)(C)O3)=[CH:33][CH:32]=2)[CH2:30][CH2:29][CH2:28]1)=[O:26])[CH3:23]. (3) Given the product [Cl:17][CH2:8][C:4]1[N:5]=[CH:6][N:7]=[C:2]([N:1]=[CH:10][N:11]([CH3:13])[CH3:12])[CH:3]=1, predict the reactants needed to synthesize it. The reactants are: [NH2:1][C:2]1[N:7]=[CH:6][N:5]=[C:4]([CH2:8]O)[CH:3]=1.[CH3:10][N:11]([CH:13]=O)[CH3:12].O=P(Cl)(Cl)[Cl:17].CCN(CC)CC. (4) Given the product [S:25]([OH:29])([OH:28])(=[O:27])=[O:26].[OH:1][CH2:2][C@H:3]1[CH2:7][CH2:6][CH2:5][N:4]1[CH2:8][CH2:9][C:10]1[NH:11][C:12](=[O:21])[C:13]2[C:18]([CH:19]=1)=[C:17]([CH3:20])[CH:16]=[CH:15][CH:14]=2.[OH:1][CH2:2][C@H:3]1[CH2:7][CH2:6][CH2:5][N:4]1[CH2:8][CH2:9][C:10]1[NH:11][C:12](=[O:21])[C:13]2[C:18]([CH:19]=1)=[C:17]([CH3:20])[CH:16]=[CH:15][CH:14]=2, predict the reactants needed to synthesize it. The reactants are: [OH:1][CH2:2][C@H:3]1[CH2:7][CH2:6][CH2:5][N:4]1[CH2:8][CH2:9][C:10]1[NH:11][C:12](=[O:21])[C:13]2[C:18]([CH:19]=1)=[C:17]([CH3:20])[CH:16]=[CH:15][CH:14]=2.C(O)C.[S:25](=[O:29])(=[O:28])([OH:27])[OH:26]. (5) Given the product [ClH:36].[CH2:1]([C:8]1([N:29]([CH3:31])[CH3:30])[CH2:13][CH2:12][CH:11]([C:14]2[NH:15][C:16]3[C:21]([C:22]=2[CH2:23][CH2:24][CH2:25][C:26]([OH:28])=[O:27])=[CH:20][CH:19]=[CH:18][CH:17]=3)[CH2:10][CH2:9]1)[C:2]1[CH:7]=[CH:6][CH:5]=[CH:4][CH:3]=1, predict the reactants needed to synthesize it. The reactants are: [CH2:1]([C:8]1([N:29]([CH3:31])[CH3:30])[CH2:13][CH2:12][CH:11]([C:14]2[NH:15][C:16]3[C:21]([C:22]=2[CH2:23][CH2:24][CH2:25][C:26]([OH:28])=[O:27])=[CH:20][CH:19]=[CH:18][CH:17]=3)[CH2:10][CH2:9]1)[C:2]1[CH:7]=[CH:6][CH:5]=[CH:4][CH:3]=1.[Si]([Cl:36])(C)(C)C. (6) Given the product [CH3:15][O:14][C:11]1[CH:12]=[CH:13][C:8]([N:30]2[CH:23]=[CH:24][N:45]=[CH:44]2)=[CH:9][CH:10]=1, predict the reactants needed to synthesize it. The reactants are: C([O-])([O-])=O.[K+].[K+].Br[C:8]1[CH:13]=[CH:12][C:11]([O:14][CH3:15])=[CH:10][CH:9]=1.CC(=O)CC(=O)C.[CH2:23]([NH2:30])[C:24]1C=CC=CC=1.C(OCCCCCC)CCCCC.[CH3:44][N:45]1C(=O)CCC1. (7) Given the product [C:1]([O:5][C:6]([N:8]1[CH2:13][CH2:12][N:11]([C:14]2[CH:19]=[CH:18][C:17]([O:20][CH2:21][C:22]([OH:34])([CH3:33])[CH2:23][CH2:24][OH:25])=[CH:16][CH:15]=2)[CH2:10][CH2:9]1)=[O:7])([CH3:4])([CH3:2])[CH3:3], predict the reactants needed to synthesize it. The reactants are: [C:1]([O:5][C:6]([N:8]1[CH2:13][CH2:12][N:11]([C:14]2[CH:19]=[CH:18][C:17]([O:20][CH2:21][C:22]([OH:34])([CH3:33])[CH2:23][CH2:24][O:25]CC3C=CC=CC=3)=[CH:16][CH:15]=2)[CH2:10][CH2:9]1)=[O:7])([CH3:4])([CH3:3])[CH3:2]. (8) Given the product [Cl:14][C:13]1[C:3]2[CH2:2][N:30]([CH2:29][C:19]3[N:20]=[N:21][C:22]([O:23][CH2:24][C:25]([F:28])([F:27])[F:26])=[C:17]([CH3:16])[CH:18]=3)[C:5](=[O:7])[C:4]=2[CH:10]=[CH:11][N:12]=1, predict the reactants needed to synthesize it. The reactants are: Br[CH2:2][C:3]1[C:13]([Cl:14])=[N:12][CH:11]=[CH:10][C:4]=1[C:5]([O:7]CC)=O.Cl.[CH3:16][C:17]1[CH:18]=[C:19]([CH2:29][NH2:30])[N:20]=[N:21][C:22]=1[O:23][CH2:24][C:25]([F:28])([F:27])[F:26].